Dataset: Peptide-MHC class II binding affinity with 134,281 pairs from IEDB. Task: Regression. Given a peptide amino acid sequence and an MHC pseudo amino acid sequence, predict their binding affinity value. This is MHC class II binding data. (1) The peptide sequence is TLLRAVESYLLAHSD. The MHC is DRB1_0401 with pseudo-sequence DRB1_0401. The binding affinity (normalized) is 0.475. (2) The peptide sequence is SFFEEVPNIIHEAIN. The MHC is H-2-IAb with pseudo-sequence H-2-IAb. The binding affinity (normalized) is 0.639. (3) The peptide sequence is LNCNINNVVRIKVPF. The MHC is DRB1_0301 with pseudo-sequence DRB1_0301. The binding affinity (normalized) is 0.498. (4) The peptide sequence is DIYNYMEPYVSKVDP. The MHC is DRB5_0101 with pseudo-sequence DRB5_0101. The binding affinity (normalized) is 0.515. (5) The peptide sequence is STVVASVTIIDRSLP. The MHC is DRB5_0101 with pseudo-sequence DRB5_0101. The binding affinity (normalized) is 0.571.